This data is from Forward reaction prediction with 1.9M reactions from USPTO patents (1976-2016). The task is: Predict the product of the given reaction. (1) Given the reactants [Br:1][C:2]1[CH:7]=[CH:6][C:5]([CH:8]([C:10]2[CH:15]=[CH:14][CH:13]=[CH:12][CH:11]=2)O)=[CH:4][CH:3]=1.[CH3:16][O:17][C:18]([O:22][Si](C)(C)C)=[C:19]([CH3:21])[CH3:20], predict the reaction product. The product is: [Br:1][C:2]1[CH:7]=[CH:6][C:5]([CH:8]([C:10]2[CH:15]=[CH:14][CH:13]=[CH:12][CH:11]=2)[C:19]([CH3:21])([CH3:20])[C:18]([O:17][CH3:16])=[O:22])=[CH:4][CH:3]=1. (2) The product is: [F:1][C:2]1[CH:19]=[CH:18][C:17]([C:20]2[CH:21]=[C:22]([C:30]([S:33]([CH3:36])(=[O:34])=[O:35])([CH3:32])[CH3:31])[CH:23]=[C:24]3[C:29]=2[N:28]=[CH:27][CH:26]=[CH:25]3)=[CH:16][C:3]=1[CH2:4][N:5]([C:6]1[CH:7]=[CH:8][C:9]([S:12]([CH3:15])(=[O:13])=[O:14])=[CH:10][CH:11]=1)[C:43](=[O:44])[C:45]1[CH:18]=[CH:19][CH:2]=[CH:3][CH:4]=1. Given the reactants [F:1][C:2]1[CH:19]=[CH:18][C:17]([C:20]2[CH:21]=[C:22]([C:30]([S:33]([CH3:36])(=[O:35])=[O:34])([CH3:32])[CH3:31])[CH:23]=[C:24]3[C:29]=2[N:28]=[CH:27][CH:26]=[CH:25]3)=[CH:16][C:3]=1[CH2:4][NH:5][C:6]1[CH:11]=[CH:10][C:9]([S:12]([CH3:15])(=[O:14])=[O:13])=[CH:8][CH:7]=1.C(Cl)Cl.CCO[C:43]([CH3:45])=[O:44], predict the reaction product. (3) Given the reactants [C:1]1([C@@H:7]2[CH2:9][C@H:8]2[N:10]=[C:11]=[O:12])[CH:6]=[CH:5][CH:4]=[CH:3][CH:2]=1.[NH2:13][CH2:14][CH2:15][CH2:16][CH2:17][N:18]1[C:26]2[C:25]([CH3:27])=[C:24]([CH3:28])[N:23]=[C:22]([NH2:29])[C:21]=2[N:20]=[CH:19]1, predict the reaction product. The product is: [NH2:29][C:22]1[C:21]2[N:20]=[CH:19][N:18]([CH2:17][CH2:16][CH2:15][CH2:14][NH:13][C:11]([NH:10][C@@H:8]3[CH2:9][C@H:7]3[C:1]3[CH:6]=[CH:5][CH:4]=[CH:3][CH:2]=3)=[O:12])[C:26]=2[C:25]([CH3:27])=[C:24]([CH3:28])[N:23]=1. (4) Given the reactants [CH3:1][C:2]([C:4]1[CH:9]=[CH:8][CH:7]=[C:6]([C:10]([F:13])([F:12])[F:11])[CH:5]=1)=O.[C-:14]#[N:15].[K+].[C:17](=[O:20])([O-])[O-].[NH4+:21].[NH4+].[OH2:23], predict the reaction product. The product is: [CH3:1][C:2]1([C:4]2[CH:9]=[CH:8][CH:7]=[C:6]([C:10]([F:13])([F:12])[F:11])[CH:5]=2)[NH:21][C:14](=[O:23])[NH:15][C:17]1=[O:20]. (5) Given the reactants [NH2:1][C:2]1[CH:7]=[CH:6][C:5]([C:8]2[CH:13]=[CH:12][CH:11]=[C:10]([Cl:14])[CH:9]=2)=[CH:4][C:3]=1[C:15]([CH:20]1[CH2:22][CH2:21]1)([CH:17]1[CH2:19][CH2:18]1)[OH:16].[C:23](N1C=CN=C1)(N1C=CN=C1)=[O:24], predict the reaction product. The product is: [Cl:14][C:10]1[CH:9]=[C:8]([C:5]2[CH:6]=[CH:7][C:2]3[NH:1][C:23](=[O:24])[O:16][C:15]([CH:17]4[CH2:19][CH2:18]4)([CH:20]4[CH2:21][CH2:22]4)[C:3]=3[CH:4]=2)[CH:13]=[CH:12][CH:11]=1. (6) Given the reactants [CH2:1]([O:4][CH2:5][CH2:6][O:7][C:8]1[CH:13]=[CH:12][C:11]([OH:14])=[CH:10][CH:9]=1)[CH2:2][CH3:3].[OH-].[Na+].[CH2:17]([CH:19]1[O:21][CH2:20]1)Cl, predict the reaction product. The product is: [CH2:1]([O:4][CH2:5][CH2:6][O:7][C:8]1[CH:9]=[CH:10][C:11]([O:14][CH2:17][CH:19]2[CH2:20][O:21]2)=[CH:12][CH:13]=1)[CH2:2][CH3:3]. (7) Given the reactants [F:1][C:2]1[C:7]([O:8][CH3:9])=[CH:6][C:5]([O:10][CH3:11])=[CH:4][C:3]=1[N:12]1[CH2:17][C:16]2[CH:18]=[N:19][C:20]3[NH:24][C:23]([C:25](O)=[O:26])=[CH:22][C:21]=3[C:15]=2[N:14]([CH3:28])[C:13]1=[O:29].F[P-](F)(F)(F)(F)F.[N:37]1(O[P+](N(C)C)(N(C)C)N(C)C)[C:41]2[CH:42]=[CH:43][CH:43]=[CH:42][C:41]=2[N:37]=N1.C(N(CC)CC)C.C1(N)CC1, predict the reaction product. The product is: [CH:41]1([NH:37][C:25]([C:23]2[NH:24][C:20]3[N:19]=[CH:18][C:16]4[CH2:17][N:12]([C:3]5[CH:4]=[C:5]([O:10][CH3:11])[CH:6]=[C:7]([O:8][CH3:9])[C:2]=5[F:1])[C:13](=[O:29])[N:14]([CH3:28])[C:15]=4[C:21]=3[CH:22]=2)=[O:26])[CH2:42][CH2:43]1. (8) Given the reactants [I:1]N1C(=O)CCC1=O.[CH3:9][N:10]1[N:14]=[N:13][C:12]([C:15]2[CH:20]=[CH:19][N:18]3[CH:21]=[CH:22][N:23]=[C:17]3[CH:16]=2)=[N:11]1, predict the reaction product. The product is: [I:1][C:21]1[N:18]2[CH:19]=[CH:20][C:15]([C:12]3[N:13]=[N:14][N:10]([CH3:9])[N:11]=3)=[CH:16][C:17]2=[N:23][CH:22]=1.